From a dataset of Reaction yield outcomes from USPTO patents with 853,638 reactions. Predict the reaction yield, written as a fraction of the theoretical maximum amount of product (1.0 means a 100% yield; for example, 0.34 means a 34% yield). The reactants are C([C@H]1C(=O)N[C@@H](C2OC=NC=2)CN1C(OC(C)(C)C)=O)C(C)C.FC1C=CC([C@@H]2C[C@H]2C(O)=O)=CC=1.[F:37][C:38]1[CH:43]=[CH:42][C:41]([C:44]2ON=[C:46]([C:49]([N:51]3[CH2:56][C@H:55]([C:57]4[O:61][CH:60]=[N:59][CH:58]=4)[NH:54][C:53](=[O:62])[C@@H:52]3[CH2:63][CH:64]([CH3:66])[CH3:65])=[O:50])[CH:45]=2)=[CH:40][CH:39]=1. No catalyst specified. The product is [F:37][C:38]1[CH:43]=[CH:42][C:41]([C@@H:44]2[CH2:45][C@H:46]2[C:49]([N:51]2[CH2:56][C@H:55]([C:57]3[O:61][CH:60]=[N:59][CH:58]=3)[NH:54][C:53](=[O:62])[C@@H:52]2[CH2:63][CH:64]([CH3:66])[CH3:65])=[O:50])=[CH:40][CH:39]=1. The yield is 0.760.